Dataset: Forward reaction prediction with 1.9M reactions from USPTO patents (1976-2016). Task: Predict the product of the given reaction. (1) Given the reactants [C:1]([O:5][C:6]([N:8]1[CH2:13][CH2:12][C:11](=O)[CH2:10][CH2:9]1)=[O:7])([CH3:4])([CH3:3])[CH3:2].Cl.[CH2:16]([NH2:18])[CH3:17].C(O[BH-](OC(=O)C)OC(=O)C)(=O)C.[Na+], predict the reaction product. The product is: [C:1]([O:5][C:6]([N:8]1[CH2:13][CH2:12][CH:11]([NH:18][CH2:16][CH3:17])[CH2:10][CH2:9]1)=[O:7])([CH3:4])([CH3:3])[CH3:2]. (2) Given the reactants [F:1][C:2]([F:30])([F:29])[C:3]1[CH:8]=[C:7]([C:9]([F:12])([F:11])[F:10])[CH:6]=[CH:5][C:4]=1[C:13]1[CH:17]=[C:16]([CH2:18][N:19]2[CH:24]=[C:23]3[N:25]=[C:26](Br)[N:27]=[C:22]3[CH:21]=[N:20]2)[O:15][N:14]=1.[CH3:31][O:32][C:33]1[CH:38]=[CH:37][C:36](B(O)O)=[CH:35][CH:34]=1, predict the reaction product. The product is: [F:1][C:2]([F:30])([F:29])[C:3]1[CH:8]=[C:7]([C:9]([F:12])([F:11])[F:10])[CH:6]=[CH:5][C:4]=1[C:13]1[CH:17]=[C:16]([CH2:18][N:19]2[CH:24]=[C:23]3[N:25]=[C:26]([C:36]4[CH:37]=[CH:38][C:33]([O:32][CH3:31])=[CH:34][CH:35]=4)[N:27]=[C:22]3[CH:21]=[N:20]2)[O:15][N:14]=1.